Dataset: Catalyst prediction with 721,799 reactions and 888 catalyst types from USPTO. Task: Predict which catalyst facilitates the given reaction. (1) Reactant: [F:1][C:2]1[CH:3]=[C:4]([N:9]2[CH2:13][C@H:12]([CH2:14]OS(C)(=O)=O)[O:11][C:10]2=[O:20])[CH:5]=[CH:6][C:7]=1[I:8].[N-:21]=[N+:22]=[N-:23].[Na+].O. Product: [N:21]([CH2:14][C@@H:12]1[O:11][C:10](=[O:20])[N:9]([C:4]2[CH:5]=[CH:6][C:7]([I:8])=[C:2]([F:1])[CH:3]=2)[CH2:13]1)=[N+:22]=[N-:23]. The catalyst class is: 3. (2) Reactant: [Si:1]([O:8][CH:9]1[CH2:14][CH2:13][CH:12]([CH2:15][C:16]([OH:18])=O)[CH2:11][CH2:10]1)([C:4]([CH3:7])([CH3:6])[CH3:5])([CH3:3])[CH3:2].[OH:19][N:20]1C2C=CC=CC=2N=N1.NO. Product: [Si:1]([O:8][CH:9]1[CH2:14][CH2:13][CH:12]([CH2:15][C:16]([NH:20][OH:19])=[O:18])[CH2:11][CH2:10]1)([C:4]([CH3:7])([CH3:6])[CH3:5])([CH3:3])[CH3:2]. The catalyst class is: 3.